Dataset: Forward reaction prediction with 1.9M reactions from USPTO patents (1976-2016). Task: Predict the product of the given reaction. (1) The product is: [C:33]([C:32]1[CH:31]=[CH:30][C:37]([O:38][CH3:39])=[C:36]([N:20]2[CH2:19][CH2:18][O:17][C:16]3[CH:21]=[C:12]([S:9]([NH:8][C:22]4[S:23][CH:24]=[CH:25][N:26]=4)(=[O:10])=[O:11])[CH:13]=[CH:14][C:15]2=3)[CH:35]=1)#[N:34]. Given the reactants COC1C=CC(C[N:8]([C:22]2[S:23][CH:24]=[CH:25][N:26]=2)[S:9]([C:12]2[CH:13]=[CH:14][C:15]3[NH:20][CH2:19][CH2:18][O:17][C:16]=3[CH:21]=2)(=[O:11])=[O:10])=CC=1.Br[C:30]1[CH:31]=[C:32]([CH:35]=[CH:36][C:37]=1[O:38][CH3:39])[C:33]#[N:34].CC1(C)C2C(=C(P(C3C=CC=CC=3)C3C=CC=CC=3)C=CC=2)OC2C(P(C3C=CC=CC=3)C3C=CC=CC=3)=CC=CC1=2.C(=O)([O-])[O-].[Cs+].[Cs+], predict the reaction product. (2) Given the reactants [CH:1]1([C:4]2[C:5]([O:13][CH2:14][C:15]([F:18])([F:17])[F:16])=[CH:6][C:7]([C:10]([OH:12])=O)=[N:8][CH:9]=2)[CH2:3][CH2:2]1.[NH2:19][C:20]([CH3:28])([CH2:24][CH:25]([CH3:27])[CH3:26])[C:21]([NH2:23])=[O:22], predict the reaction product. The product is: [C:21]([C:20]([NH:19][C:10]([C:7]1[CH:6]=[C:5]([O:13][CH2:14][C:15]([F:18])([F:17])[F:16])[C:4]([CH:1]2[CH2:2][CH2:3]2)=[CH:9][N:8]=1)=[O:12])([CH3:28])[CH2:24][CH:25]([CH3:27])[CH3:26])(=[O:22])[NH2:23]. (3) Given the reactants [Br:1][C:2]1[CH:3]=[C:4]([C:15]([F:18])([F:17])[F:16])[C:5]2[N:6]([C:8]([Cl:14])=[C:9]([C:11]([OH:13])=O)[N:10]=2)[CH:7]=1.[CH3:19][C@H:20]1[O:24][C:23](=[O:25])[N:22]([CH:26]2[CH2:31][CH2:30][NH:29][CH2:28][CH2:27]2)[C:21]1=[O:32].C(N(CC)C(C)C)(C)C.CN(C(ON1N=NC2C=CC=NC1=2)=[N+](C)C)C.F[P-](F)(F)(F)(F)F, predict the reaction product. The product is: [Br:1][C:2]1[CH:3]=[C:4]([C:15]([F:18])([F:17])[F:16])[C:5]2[N:6]([C:8]([Cl:14])=[C:9]([C:11]([N:29]3[CH2:28][CH2:27][CH:26]([N:22]4[C:21](=[O:32])[C@@H:20]([CH3:19])[O:24][C:23]4=[O:25])[CH2:31][CH2:30]3)=[O:13])[N:10]=2)[CH:7]=1. (4) Given the reactants [Br:1][C:2]1[C:9]([F:10])=[CH:8][C:5]([C:6]#[N:7])=[C:4](F)[CH:3]=1.[Cl:12][CH2:13][CH2:14][C@H:15]([C:17]1[CH:22]=[CH:21][CH:20]=[CH:19][CH:18]=1)[OH:16], predict the reaction product. The product is: [Br:1][C:2]1[C:9]([F:10])=[CH:8][C:5]([C:6]#[N:7])=[C:4]([O:16][C@@H:15]([C:17]2[CH:22]=[CH:21][CH:20]=[CH:19][CH:18]=2)[CH2:14][CH2:13][Cl:12])[CH:3]=1. (5) Given the reactants [CH3:1][C:2]1[CH:3]=[C:4]([CH:9]2[CH2:14][N:13]([C:15]([N:17]3[CH2:22][CH2:21][O:20][CH2:19][CH2:18]3)=[O:16])[CH2:12][CH:11]([C:23](O)=[O:24])[CH2:10]2)[CH:5]=[CH:6][C:7]=1[CH3:8].O[N:27]=[C:28]([NH2:30])[CH3:29], predict the reaction product. The product is: [CH3:1][C:2]1[CH:3]=[C:4]([CH:9]2[CH2:10][CH:11]([C:23]3[O:24][N:30]=[C:28]([CH3:29])[N:27]=3)[CH2:12][N:13]([C:15]([N:17]3[CH2:18][CH2:19][O:20][CH2:21][CH2:22]3)=[O:16])[CH2:14]2)[CH:5]=[CH:6][C:7]=1[CH3:8]. (6) Given the reactants [NH:1]([C:3]1[N:8]=[N:7][C:6]2[CH2:9][CH2:10][CH2:11][CH2:12][CH2:13][CH2:14][C:5]=2[CH:4]=1)[NH2:2].[C:15](/[N:17]=[C:18](\OC1C=CC=CC=1)/[NH:19][C:20]1[CH:25]=[CH:24][C:23]([N:26]2[CH2:31][CH2:30][N:29]([CH:32]3[CH2:37][CH2:36][CH2:35][CH2:34][CH2:33]3)[CH2:28][CH2:27]2)=[CH:22][CH:21]=1)#[N:16], predict the reaction product. The product is: [CH:32]1([N:29]2[CH2:30][CH2:31][N:26]([C:23]3[CH:22]=[CH:21][C:20]([NH:19][C:18]4[N:17]=[C:15]([NH2:16])[N:1]([C:3]5[N:8]=[N:7][C:6]6[CH2:9][CH2:10][CH2:11][CH2:12][CH2:13][CH2:14][C:5]=6[CH:4]=5)[N:2]=4)=[CH:25][CH:24]=3)[CH2:27][CH2:28]2)[CH2:33][CH2:34][CH2:35][CH2:36][CH2:37]1.